From a dataset of Reaction yield outcomes from USPTO patents with 853,638 reactions. Predict the reaction yield, written as a fraction of the theoretical maximum amount of product (1.0 means a 100% yield; for example, 0.34 means a 34% yield). (1) The yield is 0.550. The product is [CH3:28][CH2:27][CH2:26][C@H:25]([NH:24][C@H:32]([C:14]([N:8]1[C@H:9]([C:11]([OH:13])=[O:12])[CH2:10][C@H:6]2[C@@H:7]1[CH2:36][CH2:39][CH2:20][CH2:19]2)=[O:16])[CH3:31])[C:33]([O:35][CH2:42][CH3:43])=[O:34]. The reactants are C(OC([CH:6]([CH2:19][CH3:20])[CH2:7][N:8]([C:14]([O:16]CC)=O)[C@H:9]([C:11]([OH:13])=[O:12])[CH3:10])=O)C.ClCCl.[NH:24]1[CH:32]2[CH:27]([CH2:28]CC[CH2:31]2)[CH2:26][CH:25]1[C:33]([OH:35])=[O:34].[C:36](N)([CH3:39])(C)C.C.[CH2:42]1COC[CH2:43]1. The catalyst is C(OCC)(=O)C. (2) The reactants are [OH:1][C@@H:2]1[CH2:6][CH2:5][O:4][CH2:3]1.[H-].[Na+].Cl[C:10]1[C:11]2[N:23]=[C:22]([Cl:24])[CH:21]=[CH:20][C:12]=2[N:13]=[C:14]([NH:16]C(=O)C)[N:15]=1. The catalyst is C1COCC1. The product is [Cl:24][C:22]1[CH:21]=[CH:20][C:12]2[N:13]=[C:14]([NH2:16])[N:15]=[C:10]([O:1][CH:2]3[CH2:6][CH2:5][O:4][CH2:3]3)[C:11]=2[N:23]=1. The yield is 0.510. (3) The reactants are [Br:1][C:2]1[CH:7]=[CH:6][CH:5]=[C:4]([CH2:8][CH2:9][CH3:10])[CH:3]=1.[Cl:11][S:12](O)(=[O:14])=[O:13]. The catalyst is C(Cl)(Cl)Cl. The product is [Br:1][C:2]1[CH:7]=[CH:6][C:5]([S:12]([Cl:11])(=[O:14])=[O:13])=[C:4]([CH2:8][CH2:9][CH3:10])[CH:3]=1. The yield is 0.530.